The task is: Regression. Given two drug SMILES strings and cell line genomic features, predict the synergy score measuring deviation from expected non-interaction effect.. This data is from NCI-60 drug combinations with 297,098 pairs across 59 cell lines. Drug 1: CC1CCC2CC(C(=CC=CC=CC(CC(C(=O)C(C(C(=CC(C(=O)CC(OC(=O)C3CCCCN3C(=O)C(=O)C1(O2)O)C(C)CC4CCC(C(C4)OC)O)C)C)O)OC)C)C)C)OC. Drug 2: C1CNP(=O)(OC1)N(CCCl)CCCl. Cell line: OVCAR-5. Synergy scores: CSS=7.61, Synergy_ZIP=-6.79, Synergy_Bliss=-0.416, Synergy_Loewe=-0.347, Synergy_HSA=-0.345.